This data is from Forward reaction prediction with 1.9M reactions from USPTO patents (1976-2016). The task is: Predict the product of the given reaction. (1) Given the reactants Br[C:2]1[S:6][C:5]([N:7]([CH3:9])[CH3:8])=[N:4][CH:3]=1.[Cl-].[Li+].C([Mg+])(C)C.[Cl-].CC(N(C)C)=O.Cl[C:24]1[CH:25]=[CH:26][C:27]2[N:28]([C:30]([CH2:33][NH:34][C:35](=[O:41])[O:36][C:37]([CH3:40])([CH3:39])[CH3:38])=[N:31][N:32]=2)[N:29]=1, predict the reaction product. The product is: [CH3:8][N:7]([CH3:9])[C:5]1[S:6][C:2]([C:24]2[CH:25]=[CH:26][C:27]3[N:28]([C:30]([CH2:33][NH:34][C:35](=[O:41])[O:36][C:37]([CH3:39])([CH3:38])[CH3:40])=[N:31][N:32]=3)[N:29]=2)=[CH:3][N:4]=1. (2) Given the reactants [Br:1][C:2]1[CH:14]=[CH:13][C:12]2[C:11]3[C:6](=[CH:7][C:8]([Br:15])=[CH:9][CH:10]=3)[CH2:5][C:4]=2[CH:3]=1.[CH2:16](Br)[CH2:17][CH2:18][CH3:19].[OH-].[Na+], predict the reaction product. The product is: [CH2:16]([C:5]1([CH2:14][CH2:2][CH2:3][CH3:4])[C:4]2[CH:3]=[C:2]([Br:1])[CH:14]=[CH:13][C:12]=2[C:11]2[C:6]1=[CH:7][C:8]([Br:15])=[CH:9][CH:10]=2)[CH2:17][CH2:18][CH3:19].